Regression. Given two drug SMILES strings and cell line genomic features, predict the synergy score measuring deviation from expected non-interaction effect. From a dataset of NCI-60 drug combinations with 297,098 pairs across 59 cell lines. Drug 1: COC1=CC(=CC(=C1O)OC)C2C3C(COC3=O)C(C4=CC5=C(C=C24)OCO5)OC6C(C(C7C(O6)COC(O7)C8=CC=CS8)O)O. Drug 2: CC(C)CN1C=NC2=C1C3=CC=CC=C3N=C2N. Cell line: A549. Synergy scores: CSS=43.8, Synergy_ZIP=4.54, Synergy_Bliss=4.27, Synergy_Loewe=-9.96, Synergy_HSA=3.48.